Dataset: NCI-60 drug combinations with 297,098 pairs across 59 cell lines. Task: Regression. Given two drug SMILES strings and cell line genomic features, predict the synergy score measuring deviation from expected non-interaction effect. Synergy scores: CSS=36.5, Synergy_ZIP=-0.0153, Synergy_Bliss=-2.03, Synergy_Loewe=-25.4, Synergy_HSA=-3.09. Cell line: DU-145. Drug 1: CC12CCC(CC1=CCC3C2CCC4(C3CC=C4C5=CN=CC=C5)C)O. Drug 2: CC1C(C(CC(O1)OC2CC(CC3=C2C(=C4C(=C3O)C(=O)C5=CC=CC=C5C4=O)O)(C(=O)C)O)N)O.